Dataset: Reaction yield outcomes from USPTO patents with 853,638 reactions. Task: Predict the reaction yield, written as a fraction of the theoretical maximum amount of product (1.0 means a 100% yield; for example, 0.34 means a 34% yield). (1) The reactants are [CH2:1]([C:3]1[NH:4][C:5](=[O:27])[C:6]([CH2:12][C:13]2[CH:18]=[CH:17][C:16]([C:19]3[C:20]([C:25]#[N:26])=[CH:21][CH:22]=[CH:23][CH:24]=3)=[CH:15][CH:14]=2)=[C:7]([CH2:9][CH2:10][CH3:11])[N:8]=1)[CH3:2].[F:28][C:29]1[CH:30]=[C:31](B(O)O)[CH:32]=[CH:33][C:34]=1[O:35][CH:36]([CH3:38])[CH3:37].C(N(CC)CC)C.N1C=CC=CC=1. The catalyst is ClCCl.C(OCC)(=O)C.C([O-])(=O)C.[Cu+2].C([O-])(=O)C. The product is [CH2:1]([C:3]1[N:4]([C:31]2[CH:32]=[CH:33][C:34]([O:35][CH:36]([CH3:37])[CH3:38])=[C:29]([F:28])[CH:30]=2)[C:5](=[O:27])[C:6]([CH2:12][C:13]2[CH:18]=[CH:17][C:16]([C:19]3[C:20]([C:25]#[N:26])=[CH:21][CH:22]=[CH:23][CH:24]=3)=[CH:15][CH:14]=2)=[C:7]([CH2:9][CH2:10][CH3:11])[N:8]=1)[CH3:2]. The yield is 0.610. (2) The reactants are [NH2:1][C:2]1[CH:7]=[CH:6][CH:5]=[CH:4][C:3]=1[NH:8][C:9]([NH:11][C:12]1[CH:17]=[CH:16][CH:15]=[CH:14][CH:13]=1)=[O:10].C(N(CC)CC)C.[CH2:25]([C:27]1[CH:32]=[CH:31][C:30]([S:33](Cl)(=[O:35])=[O:34])=[CH:29][CH:28]=1)[CH3:26]. The catalyst is C(OCC)(=O)C. The product is [CH2:25]([C:27]1[CH:28]=[CH:29][C:30]([S:33]([NH:1][C:2]2[CH:7]=[CH:6][CH:5]=[CH:4][C:3]=2[NH:8][C:9]([NH:11][C:12]2[CH:17]=[CH:16][CH:15]=[CH:14][CH:13]=2)=[O:10])(=[O:35])=[O:34])=[CH:31][CH:32]=1)[CH3:26]. The yield is 0.680. (3) The reactants are [Cl:1][C:2]1[CH:3]=[C:4]([NH:9][C:10]2[C:11]3[C:18]4[CH2:19][CH2:20][C:21]5([CH2:26][C:17]=4[S:16][C:12]=3[N:13]=[CH:14][N:15]=2)OCC[O:22]5)[CH:5]=[CH:6][C:7]=1[F:8]. The catalyst is C(O)(=O)C.O. The product is [Cl:1][C:2]1[CH:3]=[C:4]([NH:9][C:10]2[C:11]3[C:18]4[CH2:19][CH2:20][C:21](=[O:22])[CH2:26][C:17]=4[S:16][C:12]=3[N:13]=[CH:14][N:15]=2)[CH:5]=[CH:6][C:7]=1[F:8]. The yield is 0.980. (4) The reactants are [Na].[CH2:2]([N:9]1[C:13]([C:14]([NH2:16])=[O:15])=[C:12]([NH2:17])[N:11]=[CH:10]1)[C:3]1[CH:8]=[CH:7][CH:6]=[CH:5][CH:4]=1.[F:18][C:19]([F:26])([F:25])[C:20](OCC)=O.C(O)(=O)C. The catalyst is C(O)C. The product is [CH2:2]([N:9]1[C:13]2[C:12](=[N:17][C:20]([C:19]([F:26])([F:25])[F:18])=[N:16][C:14]=2[OH:15])[N:11]=[CH:10]1)[C:3]1[CH:4]=[CH:5][CH:6]=[CH:7][CH:8]=1. The yield is 0.780. (5) The reactants are [F:1][C:2]1[CH:7]=[CH:6][C:5]([CH3:8])=[CH:4][C:3]=1[NH:9][C:10]1[N:15]2[N:16]=[CH:17][C:18]([C:19](O)=[O:20])=[C:14]2[N:13]=[CH:12][C:11]=1[C:22]([N:24]1[CH2:29][CH2:28][CH:27]([C:30]2[CH:35]=[CH:34][C:33]([F:36])=[CH:32][CH:31]=2)[CH2:26][CH2:25]1)=[O:23].[CH:37]1([S:40]([NH2:43])(=[O:42])=[O:41])[CH2:39][CH2:38]1. No catalyst specified. The product is [F:1][C:2]1[CH:7]=[CH:6][C:5]([CH3:8])=[CH:4][C:3]=1[NH:9][C:10]1[N:15]2[N:16]=[CH:17][C:18]([C:19]([NH:43][S:40]([CH:37]3[CH2:39][CH2:38]3)(=[O:42])=[O:41])=[O:20])=[C:14]2[N:13]=[CH:12][C:11]=1[C:22]([N:24]1[CH2:29][CH2:28][CH:27]([C:30]2[CH:35]=[CH:34][C:33]([F:36])=[CH:32][CH:31]=2)[CH2:26][CH2:25]1)=[O:23]. The yield is 0.550.